From a dataset of Full USPTO retrosynthesis dataset with 1.9M reactions from patents (1976-2016). Predict the reactants needed to synthesize the given product. (1) The reactants are: C(OC[N:9]1[C:13]2[N:14]=[C:15]([NH:28][C:29]3[CH:30]=[C:31]4[C:35](=[CH:36][CH:37]=3)[N:34]([CH2:38][CH2:39][O:40][CH3:41])[CH2:33][CH2:32]4)[N:16]=[C:17]([O:18][C:19]3[CH:24]=[CH:23][CH:22]=[C:21]([N+:25]([O-:27])=[O:26])[CH:20]=3)[C:12]=2[CH:11]=[CH:10]1)(=O)C(C)(C)C.CO.C1COCC1.[OH-].[Na+]. Given the product [CH3:41][O:40][CH2:39][CH2:38][N:34]1[C:35]2[C:31](=[CH:30][C:29]([NH:28][C:15]3[N:16]=[C:17]([O:18][C:19]4[CH:24]=[CH:23][CH:22]=[C:21]([N+:25]([O-:27])=[O:26])[CH:20]=4)[C:12]4[CH:11]=[CH:10][NH:9][C:13]=4[N:14]=3)=[CH:37][CH:36]=2)[CH2:32][CH2:33]1, predict the reactants needed to synthesize it. (2) The reactants are: C(OC(=O)[NH:7][C@H:8]1[CH2:13][CH2:12][C@H:11]([NH:14][C:15]2[N:24]=[C:23]([N:25]([CH3:27])[CH3:26])[C:22]3[C:17](=[CH:18][CH:19]=[CH:20][CH:21]=3)[N:16]=2)[CH2:10][CH2:9]1)(C)(C)C.Cl.C(N(C(C)C)CC)(C)C.[Br:39][C:40]1[CH:45]=[CH:44][C:43]([S:46](Cl)(=[O:48])=[O:47])=[C:42]([O:50][C:51]([F:54])([F:53])[F:52])[CH:41]=1. Given the product [Br:39][C:40]1[CH:45]=[CH:44][C:43]([S:46]([NH:7][C@H:8]2[CH2:13][CH2:12][C@H:11]([NH:14][C:15]3[N:24]=[C:23]([N:25]([CH3:27])[CH3:26])[C:22]4[C:17](=[CH:18][CH:19]=[CH:20][CH:21]=4)[N:16]=3)[CH2:10][CH2:9]2)(=[O:48])=[O:47])=[C:42]([O:50][C:51]([F:53])([F:52])[F:54])[CH:41]=1, predict the reactants needed to synthesize it. (3) Given the product [CH2:12]([N:15]1[CH2:16][CH2:17][C:12]2([C:6]3[C:7](=[CH:8][CH:9]=[CH:4][C:5]=3[CH2:22][NH:21][CH:20]([CH3:24])[CH3:19])[N:10]([C:18]3[C:19]4[C@H:26]([CH3:27])[CH2:25][CH2:24][C:20]=4[N:21]=[CH:22][N:23]=3)[CH2:11]2)[CH2:13][CH2:14]1)[C:6]1[CH:7]=[CH:8][CH:9]=[CH:4][CH:5]=1, predict the reactants needed to synthesize it. The reactants are: Cl.Cl.Cl[C:4]1[CH:5]=[C:6]2[C:12]3([CH2:17][CH2:16][NH:15][CH2:14][CH2:13]3)[CH2:11][N:10]([C:18]3[C:19]4[C@H:26]([CH3:27])[CH2:25][C@@H:24](O)[C:20]=4[N:21]=[CH:22][N:23]=3)[C:7]2=[CH:8][CH:9]=1.C=O. (4) Given the product [C:39]([OH:46])(=[O:45])/[CH:40]=[CH:41]/[C:42]([OH:44])=[O:43].[Cl:1][C:2]1[CH:3]=[C:4]([N:9]([CH2:20][CH3:21])[C:10](=[O:19])[CH2:11][CH2:12][CH:13]2[CH2:14][CH2:15][N:16]([CH3:24])[CH2:17][CH2:18]2)[CH:5]=[CH:6][C:7]=1[Cl:8], predict the reactants needed to synthesize it. The reactants are: [Cl:1][C:2]1[CH:3]=[C:4]([N:9]([CH2:20][CH3:21])[C:10](=[O:19])[CH2:11][CH2:12][CH:13]2[CH2:18][CH2:17][NH:16][CH2:15][CH2:14]2)[CH:5]=[CH:6][C:7]=1[Cl:8].C=O.[C:24](O[BH-](OC(=O)C)OC(=O)C)(=O)C.[Na+].[Na].[C:39]([OH:46])(=[O:45])/[CH:40]=[CH:41]/[C:42]([OH:44])=[O:43]. (5) Given the product [CH3:14][C:10]1[S:11][CH:12]=[CH:13][C:9]=1[B:4]([OH:5])[OH:3], predict the reactants needed to synthesize it. The reactants are: CC1(C)C(C)(C)[O:5][B:4]([C:9]2[CH:13]=[CH:12][S:11][C:10]=2[CH3:14])[O:3]1.CC(C)=O. (6) Given the product [Cl:1][C:2]1[CH:3]=[C:4]2[C:8](=[CH:9][CH:10]=1)[N:7]([CH3:11])[C:6]([C:12]([NH:37][CH:35]([C:30]1[CH:29]=[C:28]([CH:33]=[C:32]([F:34])[CH:31]=1)[O:27][C:24]1[CH:25]=[CH:26][C:21]([CH2:20][CH2:19][C:18]([OH:39])=[O:17])=[C:22]([CH3:38])[CH:23]=1)[CH3:36])=[O:14])=[C:5]2[CH3:15], predict the reactants needed to synthesize it. The reactants are: [Cl:1][C:2]1[CH:3]=[C:4]2[C:8](=[CH:9][CH:10]=1)[N:7]([CH3:11])[C:6]([C:12]([OH:14])=O)=[C:5]2[CH3:15].C[O:17][C:18](=[O:39])[CH2:19][CH2:20][C:21]1[CH:26]=[CH:25][C:24]([O:27][C:28]2[CH:33]=[C:32]([F:34])[CH:31]=[C:30]([CH:35]([NH2:37])[CH3:36])[CH:29]=2)=[CH:23][C:22]=1[CH3:38]. (7) Given the product [CH2:25]([C:24]1[C:3]2[C:4](=[O:23])[N:5]([C:12]3[CH:17]=[CH:16][CH:15]=[C:14]([O:18][C:19]([F:22])([F:21])[F:20])[CH:13]=3)[C:6]3[N:7]=[CH:8][CH:9]=[CH:10][C:11]=3[C:2]=2[NH:35][N:34]=1)[C:26]1[CH:31]=[CH:30][CH:29]=[CH:28][CH:27]=1, predict the reactants needed to synthesize it. The reactants are: O[C:2]1[C:11]2[C:6](=[N:7][CH:8]=[CH:9][CH:10]=2)[N:5]([C:12]2[CH:17]=[CH:16][CH:15]=[C:14]([O:18][C:19]([F:22])([F:21])[F:20])[CH:13]=2)[C:4](=[O:23])[C:3]=1[C:24](=O)[CH2:25][C:26]1[CH:31]=[CH:30][CH:29]=[CH:28][CH:27]=1.O.[NH2:34][NH2:35].O. (8) Given the product [CH3:33][C:34]1[C:38]([C:39]2[CH:40]=[C:41]([CH:58]([OH:59])[CH:12]3[CH2:11][CH2:10][CH2:9][N:8]3[C:1]([O:3][C:4]([CH3:7])([CH3:6])[CH3:5])=[O:2])[C:42]3[N:46]=[C:45]([O:47][CH2:48][CH3:49])[NH:44][C:43]=3[CH:57]=2)=[C:37]([CH3:60])[O:36][N:35]=1, predict the reactants needed to synthesize it. The reactants are: [C:1]([N:8]1[CH2:12][CH2:11][CH2:10][CH2:9]1)([O:3][C:4]([CH3:7])([CH3:6])[CH3:5])=[O:2].CN(CCN(C)C)C.N[C@H](C(O)=O)C[SeH].[Li]CCCC.[CH3:33][C:34]1[C:38]([C:39]2[CH:40]=[C:41]([CH:58]=[O:59])[C:42]3[N:46]=[C:45]([O:47][CH2:48][CH3:49])[N:44](C(OC(C)(C)C)=O)[C:43]=3[CH:57]=2)=[C:37]([CH3:60])[O:36][N:35]=1. (9) Given the product [OH:17][CH:14]([C:6]1[CH:5]=[C:4]([O:18][CH2:19][C:20]2[CH:25]=[CH:24][C:23]([CH3:26])=[CH:22][CH:21]=2)[C:3]2[C:2]([CH3:27])([CH3:1])[CH2:11][CH2:10][C:9]([CH3:12])([CH3:13])[C:8]=2[CH:7]=1)[C:15]#[C:16][C:29]1[CH:37]=[CH:36][C:32]([C:33]([OH:35])=[O:34])=[CH:31][CH:30]=1, predict the reactants needed to synthesize it. The reactants are: [CH3:1][C:2]1([CH3:27])[CH2:11][CH2:10][C:9]([CH3:13])([CH3:12])[C:8]2[CH:7]=[C:6]([CH:14]([OH:17])[C:15]#[CH:16])[CH:5]=[C:4]([O:18][CH2:19][C:20]3[CH:25]=[CH:24][C:23]([CH3:26])=[CH:22][CH:21]=3)[C:3]1=2.I[C:29]1[CH:37]=[CH:36][C:32]([C:33]([OH:35])=[O:34])=[CH:31][CH:30]=1. (10) Given the product [CH2:36]([O:35][C:30]1[CH:31]=[CH:32][CH:33]=[CH:34][C:29]=1[CH2:28][NH:25][C:26]([N:3]1[CH2:4][CH2:5][CH:6]([O:9][C:10]2[N:11]=[CH:12][CH:13]=[CH:14][N:15]=2)[CH2:7][CH2:8]1)=[O:27])[CH3:37], predict the reactants needed to synthesize it. The reactants are: Cl.Cl.[NH:3]1[CH2:8][CH2:7][CH:6]([O:9][C:10]2[N:15]=[CH:14][CH:13]=[CH:12][N:11]=2)[CH2:5][CH2:4]1.C(N(C(C)C)CC)(C)C.[N:25]([CH2:28][C:29]1[CH:34]=[CH:33][CH:32]=[CH:31][C:30]=1[O:35][CH2:36][CH3:37])=[C:26]=[O:27].